Dataset: Forward reaction prediction with 1.9M reactions from USPTO patents (1976-2016). Task: Predict the product of the given reaction. Given the reactants CCN(C(C)C)C(C)C.CS([C:14]1[N:19]=[C:18]([C:20]2[C:28]3[C:23](=[N:24][CH:25]=[C:26]([C:29]([F:32])([F:31])[F:30])[CH:27]=3)[N:22]([S:33]([C:36]3[CH:42]=[CH:41][C:39]([CH3:40])=[CH:38][CH:37]=3)(=[O:35])=[O:34])[CH:21]=2)[C:17]([C:43]#[N:44])=[CH:16][N:15]=1)(=O)=O.[OH2:45], predict the reaction product. The product is: [OH:45][C:14]1[N:19]=[C:18]([C:20]2[C:28]3[C:23](=[N:24][CH:25]=[C:26]([C:29]([F:32])([F:31])[F:30])[CH:27]=3)[N:22]([S:33]([C:36]3[CH:42]=[CH:41][C:39]([CH3:40])=[CH:38][CH:37]=3)(=[O:35])=[O:34])[CH:21]=2)[C:17]([C:43]#[N:44])=[CH:16][N:15]=1.